Dataset: NCI-60 drug combinations with 297,098 pairs across 59 cell lines. Task: Regression. Given two drug SMILES strings and cell line genomic features, predict the synergy score measuring deviation from expected non-interaction effect. Drug 1: CCC1(CC2CC(C3=C(CCN(C2)C1)C4=CC=CC=C4N3)(C5=C(C=C6C(=C5)C78CCN9C7C(C=CC9)(C(C(C8N6C)(C(=O)OC)O)OC(=O)C)CC)OC)C(=O)OC)O.OS(=O)(=O)O. Drug 2: CC1=C(C(=O)C2=C(C1=O)N3CC4C(C3(C2COC(=O)N)OC)N4)N. Cell line: MDA-MB-435. Synergy scores: CSS=2.45, Synergy_ZIP=-1.60, Synergy_Bliss=0.870, Synergy_Loewe=-2.68, Synergy_HSA=-2.69.